From a dataset of Forward reaction prediction with 1.9M reactions from USPTO patents (1976-2016). Predict the product of the given reaction. (1) Given the reactants CC1(C)C(C)(C)OB([C:9]2[CH:14]=[CH:13][N:12]=[CH:11][CH:10]=2)O1.Br[C:17]1[C:18]([C:27]2[CH:32]=[CH:31][N:30]=[CH:29][C:28]=2[Cl:33])=[N:19][C:20]([NH2:26])=[C:21]([N+:23]([O-:25])=[O:24])[CH:22]=1, predict the reaction product. The product is: [Cl:33][C:28]1[CH:29]=[N:30][CH:31]=[CH:32][C:27]=1[C:18]1[C:17]([C:9]2[CH:10]=[CH:11][N:12]=[CH:13][CH:14]=2)=[CH:22][C:21]([N+:23]([O-:25])=[O:24])=[C:20]([NH2:26])[N:19]=1. (2) Given the reactants [Cl:1][C:2]1[CH:3]=[C:4]([NH:10][C:11]2[N:16]=[CH:15][C:14]([CH:17]3[CH2:22][CH2:21][N:20](C(OC(C)(C)C)=O)[CH2:19][CH2:18]3)=[CH:13][CH:12]=2)[C:5](=[O:9])[N:6]([CH3:8])[N:7]=1.C(O)(C(F)(F)F)=O, predict the reaction product. The product is: [Cl:1][C:2]1[CH:3]=[C:4]([NH:10][C:11]2[CH:12]=[CH:13][C:14]([CH:17]3[CH2:22][CH2:21][NH:20][CH2:19][CH2:18]3)=[CH:15][N:16]=2)[C:5](=[O:9])[N:6]([CH3:8])[N:7]=1. (3) Given the reactants [CH3:1][O:2][C:3](=[O:28])[C@@H:4]([NH:11][C:12](=[O:27])[C:13]1[CH:18]=[CH:17][C:16]([C:19]#[C:20][C:21]2[CH:26]=[CH:25][CH:24]=[CH:23][CH:22]=2)=[CH:15][CH:14]=1)[CH2:5][NH:6][C:7](=[O:10])[CH2:8]Br.[CH:29]1([NH2:32])[CH2:31][CH2:30]1, predict the reaction product. The product is: [CH3:1][O:2][C:3](=[O:28])[C@@H:4]([NH:11][C:12](=[O:27])[C:13]1[CH:18]=[CH:17][C:16]([C:19]#[C:20][C:21]2[CH:26]=[CH:25][CH:24]=[CH:23][CH:22]=2)=[CH:15][CH:14]=1)[CH2:5][NH:6][C:7](=[O:10])[CH2:8][NH:32][CH:29]1[CH2:31][CH2:30]1.